From a dataset of Reaction yield outcomes from USPTO patents with 853,638 reactions. Predict the reaction yield, written as a fraction of the theoretical maximum amount of product (1.0 means a 100% yield; for example, 0.34 means a 34% yield). (1) The reactants are [I:1][C:2]1[CH:12]=[N:11][C:5]2[NH:6][CH2:7][C:8](=O)[NH:9][C:4]=2[CH:3]=1.[Cl:13][C:14]1[CH:15]=[CH:16][C:17]([C:22]([F:25])([F:24])[F:23])=[C:18]([CH:21]=1)[CH2:19]Br.ClC1C=CC(C(F)(F)F)=CC=1CN1C(=O)CNC2N=CC(I)=CC1=2. No catalyst specified. The product is [Cl:13][C:14]1[CH:15]=[CH:16][C:17]([C:22]([F:23])([F:24])[F:25])=[C:18]([CH:21]=1)[CH2:19][N:9]1[CH2:8][CH2:7][NH:6][C:5]2[N:11]=[CH:12][C:2]([I:1])=[CH:3][C:4]1=2. The yield is 0.170. (2) The reactants are [C:1]1([C:7]2[N:8]=[C:9]3[N:14]=[C:13]([NH2:15])[CH:12]=[CH:11][N:10]3[CH:16]=2)[CH:6]=[CH:5][CH:4]=[CH:3][CH:2]=1.[CH3:17][C:18]1[CH:19]=[C:20]([CH:24]=[CH:25][N:26]=1)[C:21](O)=[O:22].CCCP(=O)=O.C(N(C(C)C)C(C)C)C. The catalyst is O1CCCC1.C(OCC)(=O)C. The product is [CH3:17][C:18]1[CH:19]=[C:20]([CH:24]=[CH:25][N:26]=1)[C:21]([NH:15][C:13]1[CH:12]=[CH:11][N:10]2[CH:16]=[C:7]([C:1]3[CH:2]=[CH:3][CH:4]=[CH:5][CH:6]=3)[N:8]=[C:9]2[N:14]=1)=[O:22]. The yield is 0.178.